Dataset: Catalyst prediction with 721,799 reactions and 888 catalyst types from USPTO. Task: Predict which catalyst facilitates the given reaction. Reactant: [O:1]=[C:2]1[N:6]([C:7]2[CH:8]=[CH:9][C:10]3[CH2:16][C:15](=[O:17])[CH2:14][CH2:13][CH2:12][C:11]=3[CH:18]=2)[CH2:5][C@H:4]([CH2:19][NH:20][C:21](=[O:23])[CH3:22])[O:3]1.[Li+].C[Si]([N-][Si](C)(C)C)(C)C.[CH3:34][C:35]1[O:39][N:38]=[C:37]([C:40](Cl)=[O:41])[CH:36]=1.[Cl-].[NH4+]. Product: [CH3:34][C:35]1[O:39][N:38]=[C:37]([C:40]([CH:16]2[C:10]3[CH:9]=[CH:8][C:7]([N:6]4[CH2:5][C@H:4]([CH2:19][NH:20][C:21](=[O:23])[CH3:22])[O:3][C:2]4=[O:1])=[CH:18][C:11]=3[CH2:12][CH2:13][CH2:14][C:15]2=[O:17])=[O:41])[CH:36]=1. The catalyst class is: 1.